This data is from Reaction yield outcomes from USPTO patents with 853,638 reactions. The task is: Predict the reaction yield, written as a fraction of the theoretical maximum amount of product (1.0 means a 100% yield; for example, 0.34 means a 34% yield). (1) The reactants are [C:1]([C:3]1[CH:4]=[CH:5][C:6]2[O:11][CH:10]([C:12]([OH:14])=O)[CH2:9][N:8]([C:15]([O:17][CH2:18][CH3:19])=[O:16])[C:7]=2[CH:20]=1)#[N:2].C(=O)([O-])OC[C:24]1[CH:29]=[C:28]([NH2:30])[C:27]([Br:31])=[CH:26][C:25]=1[CH:32]1[CH2:36][CH2:35][CH2:34][CH2:33]1.N1C=CC=CC=1.C(P1(=O)OP(CCC)(=O)OP(CCC)(=O)[O:49]1)CC.[C:63]([O:66][CH2:67]C)(=[O:65])C. The catalyst is CC1CCCO1. The product is [Br:31][C:27]1[CH:26]=[C:25]([CH:32]2[CH2:33][CH2:34][CH2:35][CH2:36]2)[C:24]([O:65][C:63]([O:66][CH3:67])=[O:49])=[CH:29][C:28]=1[NH:30][C:12]([CH:10]1[O:11][C:6]2[CH:5]=[CH:4][C:3]([C:1]#[N:2])=[CH:20][C:7]=2[N:8]([C:15]([O:17][CH2:18][CH3:19])=[O:16])[CH2:9]1)=[O:14]. The yield is 0.990. (2) The reactants are N1C=CC=CC=1.[CH3:7][C:8]1([CH3:16])[O:15][C:13](=[O:14])[CH2:12][C:10](=[O:11])[O:9]1.[C:17](Cl)(=[O:31])[CH2:18][CH2:19][CH2:20][CH2:21][CH2:22][CH2:23][CH2:24][CH2:25][CH2:26][CH2:27][CH2:28][CH2:29]C. The catalyst is C(Cl)Cl. The product is [OH:31][C:17](=[C:12]1[C:13](=[O:14])[O:15][C:8]([CH3:16])([CH3:7])[O:9][C:10]1=[O:11])[CH2:18][CH2:19][CH2:20][CH2:21][CH2:22][CH2:23][CH2:24][CH2:25][CH2:26][CH2:27][CH2:28][CH3:29]. The yield is 0.810. (3) The reactants are [CH3:1][N:2]1[C:6]([C:7](=[N:14][O:15][CH2:16][C:17]2[N:18]=[C:19]([NH2:22])[S:20][CH:21]=2)[C:8]2[CH:13]=[CH:12][CH:11]=[CH:10][CH:9]=2)=[CH:5][N:4]=[CH:3]1.C(N(CC)CC)C.[C:30](O[C:30](=[O:34])[CH:31]([CH3:33])[CH3:32])(=[O:34])[CH:31]([CH3:33])[CH3:32]. The product is [CH3:32][CH:31]([CH3:33])[C:30]([NH:22][C:19]1[S:20][CH:21]=[C:17]([CH2:16][O:15][N:14]=[C:7]([C:6]2[N:2]([CH3:1])[CH:3]=[N:4][CH:5]=2)[C:8]2[CH:9]=[CH:10][CH:11]=[CH:12][CH:13]=2)[N:18]=1)=[O:34]. The yield is 0.840. The catalyst is O1CCOCC1.CN(C)C=O.